This data is from Full USPTO retrosynthesis dataset with 1.9M reactions from patents (1976-2016). The task is: Predict the reactants needed to synthesize the given product. (1) Given the product [F:23][C:22]([F:25])([F:24])[C:21]([C:18]1[CH:19]=[CH:20][C:15]([N:12]2[CH2:13][CH2:14][N:9]([S:6]([C:2]3[S:1][CH:5]=[CH:4][CH:3]=3)(=[O:7])=[O:8])[CH2:10][C@@H:11]2[CH2:28][N:29]2[C@H:30]3[CH2:37][CH:36]([O:38][CH3:39])[CH2:35][C@@H:34]2[CH2:33][O:32][CH2:31]3)=[CH:16][CH:17]=1)([OH:27])[CH3:26], predict the reactants needed to synthesize it. The reactants are: [S:1]1[CH:5]=[CH:4][CH:3]=[C:2]1[S:6]([N:9]1[CH2:14][CH2:13][N:12]([C:15]2[CH:20]=[CH:19][C:18]([C:21]([OH:27])([CH3:26])[C:22]([F:25])([F:24])[F:23])=[CH:17][CH:16]=2)[C@@H:11]([CH2:28][N:29]2[CH:34]3[CH2:35][CH:36]([OH:38])[CH2:37][CH:30]2[CH2:31][O:32][CH2:33]3)[CH2:10]1)(=[O:8])=[O:7].[CH2:39]1COCC1.[H-].[Na+].IC. (2) Given the product [CH:6]1([CH2:5][CH:4]([C:11]2[CH:16]=[CH:15][C:14]([S:17]([CH3:20])(=[O:18])=[O:19])=[C:13]([N:21]3[C:25]([CH3:26])=[N:24][N:23]=[N:22]3)[CH:12]=2)[C:3]([OH:27])=[O:2])[CH2:10][CH2:9][CH2:8][CH2:7]1, predict the reactants needed to synthesize it. The reactants are: C[O:2][C:3](=[O:27])[CH:4]([C:11]1[CH:16]=[CH:15][C:14]([S:17]([CH3:20])(=[O:19])=[O:18])=[C:13]([N:21]2[C:25]([CH3:26])=[N:24][N:23]=[N:22]2)[CH:12]=1)[CH2:5][CH:6]1[CH2:10][CH2:9][CH2:8][CH2:7]1.[OH-].[Na+]. (3) Given the product [S:1]1[CH:5]=[CH:4][C:3]2[CH:6]=[C:7]([CH:10]3[C:19]4[C:14](=[CH:15][C:16]([OH:20])=[CH:17][CH:18]=4)[CH2:13][N:12]([CH3:22])[CH2:11]3)[CH:8]=[CH:9][C:2]1=2, predict the reactants needed to synthesize it. The reactants are: [S:1]1[CH:5]=[CH:4][C:3]2[CH:6]=[C:7]([CH:10]3[C:19]4[C:14](=[CH:15][C:16]([O:20]C)=[CH:17][CH:18]=4)[CH2:13][N:12]([CH3:22])[CH2:11]3)[CH:8]=[CH:9][C:2]1=2.C([S-])C.[Na+].[NH4+].[Cl-]. (4) Given the product [ClH:37].[CH3:1][O:2][C:3]1[CH:4]=[C:5]([C:9]2[N:10]=[C:11]3[N:15]([C:16]=2[C:17]2[CH:22]=[CH:21][N:20]=[C:19]([NH:23][C@@H:24]4[CH2:29][CH2:28][CH2:27][NH:26][CH2:25]4)[N:18]=2)[CH:14]=[CH:13][S:12]3)[CH:6]=[CH:7][CH:8]=1, predict the reactants needed to synthesize it. The reactants are: [CH3:1][O:2][C:3]1[CH:4]=[C:5]([C:9]2[N:10]=[C:11]3[N:15]([C:16]=2[C:17]2[CH:22]=[CH:21][N:20]=[C:19]([NH:23][C@@H:24]4[CH2:29][CH2:28][CH2:27][N:26](C(OC(C)(C)C)=O)[CH2:25]4)[N:18]=2)[CH:14]=[CH:13][S:12]3)[CH:6]=[CH:7][CH:8]=1.[ClH:37]. (5) The reactants are: [CH2:1]([N:8]1[CH2:13][CH:12]2[CH:14]([CH2:15][OH:16])[CH:9]1[CH2:10][CH2:11]2)[C:2]1[CH:7]=[CH:6][CH:5]=[CH:4][CH:3]=1.[N:17]([C:20]1[CH:21]=[C:22]([CH:28]=[CH:29][CH:30]=1)[C:23]([O:25][CH2:26][CH3:27])=[O:24])=[C:18]=[O:19]. Given the product [CH2:1]([N:8]1[CH2:13][CH:12]2[CH:14]([CH2:15][O:16][C:18]([NH:17][C:20]3[CH:21]=[C:22]([CH:28]=[CH:29][CH:30]=3)[C:23]([O:25][CH2:26][CH3:27])=[O:24])=[O:19])[CH:9]1[CH2:10][CH2:11]2)[C:2]1[CH:3]=[CH:4][CH:5]=[CH:6][CH:7]=1, predict the reactants needed to synthesize it. (6) Given the product [CH2:1]([C:3]1([C:16]([N:32]=[N+:33]=[N-:34])=[O:18])[CH2:15][CH:6]2[CH2:7][N:8]([C:10](=[O:14])[N:11]([CH3:13])[CH3:12])[CH2:9][CH:5]2[CH2:4]1)[CH3:2], predict the reactants needed to synthesize it. The reactants are: [CH2:1]([C:3]1([C:16]([OH:18])=O)[CH2:15][CH:6]2[CH2:7][N:8]([C:10](=[O:14])[N:11]([CH3:13])[CH3:12])[CH2:9][CH:5]2[CH2:4]1)[CH3:2].C(N(CC)CC)C.ClC(OCC)=O.[N-:32]=[N+:33]=[N-:34].[Na+]. (7) Given the product [Br:3][C:4]1[CH:22]=[N:21][C:7]2[N:8]=[C:9]([N:15]3[CH2:18][CH:17]([N:19]([CH3:23])[CH3:20])[CH2:16]3)[C:10]3[N:11]([CH:12]=[N:13][N:14]=3)[C:6]=2[CH:5]=1, predict the reactants needed to synthesize it. The reactants are: [BH4-].[Na+].[Br:3][C:4]1[CH:22]=[N:21][C:7]2[N:8]=[C:9]([N:15]3[CH2:18][CH:17]([NH:19][CH3:20])[CH2:16]3)[C:10]3[N:11]([CH:12]=[N:13][N:14]=3)[C:6]=2[CH:5]=1.[CH2:23]=O.CO.